From a dataset of Full USPTO retrosynthesis dataset with 1.9M reactions from patents (1976-2016). Predict the reactants needed to synthesize the given product. (1) Given the product [CH2:1]([O:3][C:4]1[CH:9]=[CH:8][C:7]([C:10]2[Se:11][C:12]([CH2:15][CH2:16][CH2:17][CH2:18][CH3:19])=[CH:13][CH:14]=2)=[C:6]([F:20])[C:5]=1[F:21])[CH3:2], predict the reactants needed to synthesize it. The reactants are: [CH2:1]([O:3][C:4]1[CH:9]=[CH:8][C:7]([C:10]2[Se:11][C:12]([CH:15]=[CH:16][CH2:17][CH2:18][CH3:19])=[CH:13][CH:14]=2)=[C:6]([F:20])[C:5]=1[F:21])[CH3:2]. (2) Given the product [C:22]([O:26][C:27]([N:29]1[CH2:34][CH2:33][N:32]([C:2]2[C:11]3[C:6](=[CH:7][CH:8]=[CH:9][CH:10]=3)[C:5]([O:12][CH2:13][CH2:14][CH2:15][N:16]3[CH2:21][CH2:20][CH2:19][CH2:18][CH2:17]3)=[CH:4][CH:3]=2)[CH2:31][CH2:30]1)=[O:28])([CH3:25])([CH3:23])[CH3:24], predict the reactants needed to synthesize it. The reactants are: Br[C:2]1[C:11]2[C:6](=[CH:7][CH:8]=[CH:9][CH:10]=2)[C:5]([O:12][CH2:13][CH2:14][CH2:15][N:16]2[CH2:21][CH2:20][CH2:19][CH2:18][CH2:17]2)=[CH:4][CH:3]=1.[C:22]([O:26][C:27]([N:29]1[CH2:34][CH2:33][NH:32][CH2:31][CH2:30]1)=[O:28])([CH3:25])([CH3:24])[CH3:23].CC(C)([O-])C.[Na+]. (3) Given the product [NH2:26][C:24]1[C:25]2=[C:17]([C:12]3[CH:13]=[CH:14][C:15]4[C:10]([CH:11]=3)=[N:9][N:8]([CH2:1][C:2]3[CH:3]=[CH:4][CH:5]=[CH:6][CH:7]=3)[CH:16]=4)[CH:18]=[C:19]([CH:27]3[CH2:32][CH2:31][N:30]([C:35]([N:34]([CH3:38])[CH3:33])=[O:36])[CH2:29][CH2:28]3)[N:20]2[N:21]=[CH:22][N:23]=1, predict the reactants needed to synthesize it. The reactants are: [CH2:1]([N:8]1[CH:16]=[C:15]2[C:10]([CH:11]=[C:12]([C:17]3[CH:18]=[C:19]([CH:27]4[CH2:32][CH2:31][NH:30][CH2:29][CH2:28]4)[N:20]4[C:25]=3[C:24]([NH2:26])=[N:23][CH:22]=[N:21]4)[CH:13]=[CH:14]2)=[N:9]1)[C:2]1[CH:7]=[CH:6][CH:5]=[CH:4][CH:3]=1.[CH3:33][N:34]([CH3:38])[C:35](Cl)=[O:36].C(N(CC)CC)C. (4) Given the product [F:19][C:18]([F:21])([F:20])[CH2:17][NH:7][CH:4]1[CH2:5][CH2:6][CH:1]([NH2:8])[CH2:2][CH2:3]1, predict the reactants needed to synthesize it. The reactants are: [CH:1]1([NH2:8])[CH2:6][CH2:5][CH:4]([NH2:7])[CH2:3][CH2:2]1.C(S(O[CH2:17][C:18]([F:21])([F:20])[F:19])(=O)=O)(F)(F)F.C1CCN2C(=NCCC2)CC1.